Dataset: Full USPTO retrosynthesis dataset with 1.9M reactions from patents (1976-2016). Task: Predict the reactants needed to synthesize the given product. Given the product [F:34][C:35]([F:40])([F:39])[C:36]([OH:38])=[O:37].[NH2:26][C@H:16]([C:11]1[C:10]([C:6]2[CH:5]=[C:4]([CH:9]=[CH:8][CH:7]=2)[C:1]([NH2:2])=[O:3])=[CH:15][CH:14]=[CH:13][N:12]=1)[CH2:17][C:18]1[CH:19]=[C:20]([F:25])[CH:21]=[C:22]([F:24])[CH:23]=1, predict the reactants needed to synthesize it. The reactants are: [C:1]([C:4]1[CH:5]=[C:6]([C:10]2[C:11]([C@@H:16]([NH:26]C(=O)OC(C)(C)C)[CH2:17][C:18]3[CH:23]=[C:22]([F:24])[CH:21]=[C:20]([F:25])[CH:19]=3)=[N:12][CH:13]=[CH:14][CH:15]=2)[CH:7]=[CH:8][CH:9]=1)(=[O:3])[NH2:2].[F:34][C:35]([F:40])([F:39])[C:36]([OH:38])=[O:37].